Dataset: Full USPTO retrosynthesis dataset with 1.9M reactions from patents (1976-2016). Task: Predict the reactants needed to synthesize the given product. (1) The reactants are: N(S([O-])(=O)=O)(S([O-])(=O)=[O:4])[O].[K+].[K+].[N+:13]([C:16]1[CH:21]=[CH:20][CH:19]=[C:18]([N+:22]([O-:24])=[O:23])C=1CC#N)([O-:15])=[O:14].C([O:30][CH2:31][CH3:32])C. Given the product [N+:13]([C:16]1[CH:21]=[CH:20][CH:19]=[C:18]([N+:22]([O-:24])=[O:23])[C:32]=1[C:31]([OH:30])=[O:4])([O-:15])=[O:14], predict the reactants needed to synthesize it. (2) Given the product [CH:16]1([N:7]2[CH2:8][C:9]3([CH2:15][CH2:14]3)[C:10](=[O:13])[N:11]([CH3:12])[C:5]3[CH:4]=[N:3][C:2]([NH:22][C:23]4[CH:47]=[CH:46][C:26]([C:27]([NH:29][C@H:30]5[CH2:31][CH2:32][C@H:33]([N:36]6[CH2:41][CH2:40][N:39]([CH2:42][CH:43]7[CH2:45][CH2:44]7)[CH2:38][CH2:37]6)[CH2:34][CH2:35]5)=[O:28])=[CH:25][C:24]=4[O:48][CH3:49])=[N:21][C:6]2=3)[CH2:20][CH2:19][CH2:18][CH2:17]1, predict the reactants needed to synthesize it. The reactants are: Cl[C:2]1[N:3]=[CH:4][C:5]2[N:11]([CH3:12])[C:10](=[O:13])[C:9]3([CH2:15][CH2:14]3)[CH2:8][N:7]([CH:16]3[CH2:20][CH2:19][CH2:18][CH2:17]3)[C:6]=2[N:21]=1.[NH2:22][C:23]1[CH:47]=[CH:46][C:26]([C:27]([NH:29][C@H:30]2[CH2:35][CH2:34][C@H:33]([N:36]3[CH2:41][CH2:40][N:39]([CH2:42][CH:43]4[CH2:45][CH2:44]4)[CH2:38][CH2:37]3)[CH2:32][CH2:31]2)=[O:28])=[CH:25][C:24]=1[O:48][CH3:49].C(O)(C(F)(F)F)=O. (3) The reactants are: [F:1][C:2]1[CH:3]=[CH:4][C:5](B(O)O)=[C:6]2[C:10]=1[C@H:9]([O:11][C:12]1[CH:25]=[CH:24][C:15]3[C@H:16]([CH2:19][C:20]([O:22][CH3:23])=[O:21])[CH2:17][O:18][C:14]=3[CH:13]=1)[CH2:8][CH2:7]2.[O:29]1[C:34]2[CH:35]=[CH:36][C:37]([OH:39])=[CH:38][C:33]=2[O:32][CH2:31][CH2:30]1. Given the product [CH3:23][O:22][C:20](=[O:21])[CH2:19][C@H:16]1[C:15]2[CH:24]=[CH:25][C:12]([O:11][C@H:9]3[C:10]4[C:6](=[C:5]([O:39][C:37]5[CH:36]=[CH:35][C:34]6[O:29][CH2:30][CH2:31][O:32][C:33]=6[CH:38]=5)[CH:4]=[CH:3][C:2]=4[F:1])[CH2:7][CH2:8]3)=[CH:13][C:14]=2[O:18][CH2:17]1, predict the reactants needed to synthesize it. (4) Given the product [Cl:1][C:2]1[N:7]=[N:6][C:5]([C:8]([N:32]([O:33][CH3:34])[CH3:31])=[O:10])=[CH:4][CH:3]=1, predict the reactants needed to synthesize it. The reactants are: [Cl:1][C:2]1[N:7]=[N:6][C:5]([C:8]([OH:10])=O)=[CH:4][CH:3]=1.ClC(Cl)(OC(=O)OC(Cl)(Cl)Cl)Cl.CCN(CC)CC.Cl.[CH3:31][NH:32][O:33][CH3:34]. (5) Given the product [CH3:26][C:22]1[N:21]=[C:20]([C:19]2[C:15]([C:10]3[CH:11]=[C:12]4[C:7](=[CH:8][CH:9]=3)[N:6]=[CH:5][N:4]([CH2:3][CH2:2][N:30]3[CH2:35][CH2:34][O:33][CH2:32][CH2:31]3)[C:13]4=[O:14])=[C:16]3[CH2:29][CH2:28][CH2:27][N:17]3[N:18]=2)[CH:25]=[CH:24][CH:23]=1, predict the reactants needed to synthesize it. The reactants are: Cl[CH2:2][CH2:3][N:4]1[C:13](=[O:14])[C:12]2[C:7](=[CH:8][CH:9]=[C:10]([C:15]3[C:19]([C:20]4[CH:25]=[CH:24][CH:23]=[C:22]([CH3:26])[N:21]=4)=[N:18][N:17]4[CH2:27][CH2:28][CH2:29][C:16]=34)[CH:11]=2)[N:6]=[CH:5]1.[NH:30]1[CH2:35][CH2:34][O:33][CH2:32][CH2:31]1. (6) Given the product [OH:1][C:2]1[CH:3]=[C:4]([CH3:24])[C:5]([CH:9]2[C:10](=[O:23])[CH:11]([CH2:16][CH:17]3[CH2:22][CH2:21][O:20][CH2:19][CH2:18]3)[CH2:12][C:13]2=[O:14])=[C:6]([CH3:8])[CH:7]=1, predict the reactants needed to synthesize it. The reactants are: [OH:1][C:2]1[CH:7]=[C:6]([CH3:8])[C:5]([C:9]2[C:10](=[O:23])[CH:11]([CH2:16][CH:17]3[CH2:22][CH2:21][O:20][CH2:19][CH2:18]3)[CH2:12][C:13]=2[O:14]C)=[C:4]([CH3:24])[CH:3]=1. (7) The reactants are: [CH2:1]1[O:8][C:6](=[O:7])[CH2:5][O:4][C:2]1=[O:3].[CH3:9][C@@H:10]1[O:17][C:15](=[O:16])[C@H:14]([CH3:18])[O:13][C:11]1=[O:12].C(O)CCCCCCCCCCC.CC1C=CC(NC2C=CC(O)=C3C(C4C(C(=O)C=23)=CC=CC=4)=O)=CC=1.O.O.[Sn](Cl)(Cl)(Cl)Cl. Given the product [CH2:1]1[O:8][C:6](=[O:7])[CH2:5][O:4][C:2]1=[O:3].[CH3:9][C@@H:10]1[O:17][C:15](=[O:16])[C@H:14]([CH3:18])[O:13][C:11]1=[O:12], predict the reactants needed to synthesize it.